Dataset: Catalyst prediction with 721,799 reactions and 888 catalyst types from USPTO. Task: Predict which catalyst facilitates the given reaction. (1) Reactant: Br[C:2]1[CH:15]=[CH:14][C:13]2[C:4](=[C:5](Br)[C:6]3[C:11]([C:12]=2Br)=[CH:10][C:9](Br)=[CH:8][CH:7]=3)[CH:3]=1.[C:19]1([NH:25][C:26]2[CH:31]=[CH:30][CH:29]=[CH:28][CH:27]=2)[CH:24]=[CH:23][CH:22]=[CH:21][CH:20]=1.C[C:33]([CH3:36])([O-])[CH3:34].[Na+].C(P([C:47]([CH3:50])([CH3:49])C)C(C)(C)C)(C)(C)C. Product: [C:26]1([N:25]([C:19]2[CH:20]=[CH:21][CH:22]=[CH:23][CH:24]=2)[C:2]2[CH:15]=[CH:14][C:13]3[C:4](=[C:5]([N:25]([C:34]4[CH:33]=[CH:36][CH:49]=[CH:47][CH:50]=4)[C:19]4[CH:24]=[CH:23][CH:22]=[CH:21][CH:20]=4)[C:6]4[C:11]([C:12]=3[N:25]([C:19]3[CH:20]=[CH:21][CH:22]=[CH:23][CH:24]=3)[C:26]3[CH:27]=[CH:28][CH:29]=[CH:30][CH:31]=3)=[CH:10][C:9]([N:25]([C:19]3[CH:20]=[CH:21][CH:22]=[CH:23][CH:24]=3)[C:26]3[CH:27]=[CH:28][CH:29]=[CH:30][CH:31]=3)=[CH:8][CH:7]=4)[CH:3]=2)[CH:27]=[CH:28][CH:29]=[CH:30][CH:31]=1. The catalyst class is: 487. (2) Reactant: [F:1][C:2]1[C:7]2[C:8]([C:18](=[O:21])[NH:19][CH3:20])=[C:9]([C:11]3[CH:16]=[CH:15][C:14]([F:17])=[CH:13][CH:12]=3)[O:10][C:6]=2[CH:5]=[CH:4][C:3]=1[C:22]1[CH:23]=[C:24]([CH:28]=[CH:29][C:30]=1[CH3:31])[C:25](O)=[O:26].Cl.[NH2:33][C:34]1([C:45]2[N:50]=[CH:49][CH:48]=[CH:47][N:46]=2)[CH2:37][N:36]([C:38]([O:40][C:41]([CH3:44])([CH3:43])[CH3:42])=[O:39])[CH2:35]1.C1CN([P+](ON2N=NC3C=CC=CC2=3)(N2CCCC2)N2CCCC2)CC1.F[P-](F)(F)(F)(F)F.C(N(CC)CC)C. Product: [F:1][C:2]1[C:7]2[C:8]([C:18](=[O:21])[NH:19][CH3:20])=[C:9]([C:11]3[CH:16]=[CH:15][C:14]([F:17])=[CH:13][CH:12]=3)[O:10][C:6]=2[CH:5]=[CH:4][C:3]=1[C:22]1[CH:23]=[C:24]([CH:28]=[CH:29][C:30]=1[CH3:31])[C:25]([NH:33][C:34]1([C:45]2[N:46]=[CH:47][CH:48]=[CH:49][N:50]=2)[CH2:35][N:36]([C:38]([O:40][C:41]([CH3:44])([CH3:43])[CH3:42])=[O:39])[CH2:37]1)=[O:26]. The catalyst class is: 18.